This data is from Reaction yield outcomes from USPTO patents with 853,638 reactions. The task is: Predict the reaction yield, written as a fraction of the theoretical maximum amount of product (1.0 means a 100% yield; for example, 0.34 means a 34% yield). (1) The reactants are Cl[C:2]1[C:3]2[C:10]3[CH2:11][CH2:12][N:13]([C:15]([O:17][C:18]([CH3:21])([CH3:20])[CH3:19])=[O:16])[CH2:14][C:9]=3[S:8][C:4]=2[N:5]=[CH:6][N:7]=1.C([N:24]([CH2:27][CH3:28])CC)C.CO[CH2:31][CH2:32]O. The catalyst is C(OCC)(=O)C. The product is [C:32]1([C@H:27]([NH:24][C:2]2[C:3]3[C:10]4[CH2:11][CH2:12][N:13]([C:15]([O:17][C:18]([CH3:21])([CH3:20])[CH3:19])=[O:16])[CH2:14][C:9]=4[S:8][C:4]=3[N:5]=[CH:6][N:7]=2)[CH3:28])[CH:31]=[CH:9][CH:10]=[CH:3][CH:2]=1. The yield is 0.750. (2) The reactants are [Cl:1][C:2]1[CH:10]=[C:9]2[C:5]([C:6]([C:16](=[O:21])C(F)(F)F)=[CH:7][N:8]2[CH2:11][C:12]([NH:14][CH3:15])=[O:13])=[CH:4][CH:3]=1.C[Si](C)(C)[O-:24].[Na+]. The catalyst is ClCCCl. The product is [Cl:1][C:2]1[CH:10]=[C:9]2[C:5]([C:6]([C:16]([OH:21])=[O:24])=[CH:7][N:8]2[CH2:11][C:12](=[O:13])[NH:14][CH3:15])=[CH:4][CH:3]=1. The yield is 0.270.